Dataset: Peptide-MHC class I binding affinity with 185,985 pairs from IEDB/IMGT. Task: Regression. Given a peptide amino acid sequence and an MHC pseudo amino acid sequence, predict their binding affinity value. This is MHC class I binding data. (1) The peptide sequence is LYTVKFPNL. The MHC is HLA-A24:02 with pseudo-sequence HLA-A24:02. The binding affinity (normalized) is 0.422. (2) The peptide sequence is FRKAQIQGL. The MHC is HLA-B57:01 with pseudo-sequence HLA-B57:01. The binding affinity (normalized) is 0. (3) The peptide sequence is KTDIVNTTY. The MHC is HLA-A31:01 with pseudo-sequence HLA-A31:01. The binding affinity (normalized) is 0.0925. (4) The MHC is HLA-A24:02 with pseudo-sequence HLA-A24:02. The binding affinity (normalized) is 0.0262. The peptide sequence is AQNISFKSI. (5) The peptide sequence is LISIFLHLV. The MHC is HLA-A32:01 with pseudo-sequence HLA-A32:01. The binding affinity (normalized) is 0.186. (6) The peptide sequence is KYAEAFQMV. The MHC is HLA-B46:01 with pseudo-sequence HLA-B46:01. The binding affinity (normalized) is 0.0847. (7) The peptide sequence is GLFDINVIGL. The MHC is HLA-A02:02 with pseudo-sequence HLA-A02:02. The binding affinity (normalized) is 1.00. (8) The peptide sequence is AYSFLPGVY. The MHC is HLA-A29:02 with pseudo-sequence HLA-A29:02. The binding affinity (normalized) is 0.861.